Dataset: Forward reaction prediction with 1.9M reactions from USPTO patents (1976-2016). Task: Predict the product of the given reaction. (1) Given the reactants [C:1]([C:3]1[N:4]=[CH:5][C:6]([NH:9][C:10]2[CH:15]=[C:14]([NH:16][CH2:17][CH:18]3[CH2:23][CH2:22][CH2:21][N:20](C(OC(C)(C)C)=O)[CH2:19]3)[C:13]([N:31]3[CH:35]=[CH:34][C:33]([CH2:36][N:37]4[CH2:42][CH2:41][O:40][CH2:39][CH2:38]4)=[CH:32]3)=[CH:12][N:11]=2)=[N:7][CH:8]=1)#[N:2], predict the reaction product. The product is: [O:40]1[CH2:41][CH2:42][N:37]([CH2:36][C:33]2[CH:34]=[CH:35][N:31]([C:13]3[C:14]([NH:16][CH2:17][CH:18]4[CH2:23][CH2:22][CH2:21][NH:20][CH2:19]4)=[CH:15][C:10]([NH:9][C:6]4[N:7]=[CH:8][C:3]([C:1]#[N:2])=[N:4][CH:5]=4)=[N:11][CH:12]=3)[CH:32]=2)[CH2:38][CH2:39]1. (2) Given the reactants [CH:1]1([NH:4][C:5]([N:7]=[CH:8]N(C)C)=[S:6])[CH2:3][CH2:2]1.Cl[CH2:13][C:14]([O:16][CH2:17][CH3:18])=[O:15], predict the reaction product. The product is: [CH2:17]([O:16][C:14]([C:13]1[S:6][C:5]([NH:4][CH:1]2[CH2:3][CH2:2]2)=[N:7][CH:8]=1)=[O:15])[CH3:18]. (3) Given the reactants [CH:1]([C:3]1[CH:22]=[CH:21][C:6]([CH2:7][N:8]2[CH2:13][CH2:12][CH:11]([N:14]([CH:18]([CH3:20])[CH3:19])[C:15](=[O:17])[CH3:16])[CH2:10][CH2:9]2)=[CH:5][CH:4]=1)=O.OS([O-])=O.[Na+].CC1C=CC(S(O)(=O)=O)=CC=1.[NH2:39][C:40]1[CH:48]=[C:47]([O:49][CH3:50])[CH:46]=[C:45]([O:51][CH3:52])[C:41]=1[C:42]([NH2:44])=[O:43], predict the reaction product. The product is: [CH3:52][O:51][C:45]1[CH:46]=[C:47]([O:49][CH3:50])[CH:48]=[C:40]2[C:41]=1[C:42](=[O:43])[NH:44][C:1]([C:3]1[CH:4]=[CH:5][C:6]([CH2:7][N:8]3[CH2:13][CH2:12][CH:11]([N:14]([CH:18]([CH3:19])[CH3:20])[C:15](=[O:17])[CH3:16])[CH2:10][CH2:9]3)=[CH:21][CH:22]=1)=[N:39]2. (4) The product is: [Br:14][CH2:10][C:7]1[CH:8]=[CH:9][C:4]([O:3][CH2:1][CH3:2])=[CH:5][C:6]=1[N+:11]([O-:13])=[O:12]. Given the reactants [CH2:1]([O:3][C:4]1[CH:9]=[CH:8][C:7]([CH3:10])=[C:6]([N+:11]([O-:13])=[O:12])[CH:5]=1)[CH3:2].[Br:14]N1C(=O)CCC1=O.N(C(C)(C)C#N)=NC(C)(C)C#N, predict the reaction product. (5) Given the reactants [CH:1]1([C@H:5]([N:7]([CH2:14][C:15]2[N:16]=[N:17][N:18]([CH2:20][C:21]3[CH:26]=[CH:25][C:24]([O:27][CH3:28])=[CH:23][C:22]=3[O:29][CH3:30])[CH:19]=2)S(C(C)(C)C)=O)[CH3:6])[CH2:4][CH2:3][CH2:2]1, predict the reaction product. The product is: [CH:1]1([C@H:5]([NH:7][CH2:14][C:15]2[N:16]=[N:17][N:18]([CH2:20][C:21]3[CH:26]=[CH:25][C:24]([O:27][CH3:28])=[CH:23][C:22]=3[O:29][CH3:30])[CH:19]=2)[CH3:6])[CH2:4][CH2:3][CH2:2]1. (6) Given the reactants [NH:1]1[C:9]2[C:4](=[CH:5][CH:6]=[CH:7][CH:8]=2)[C:3]([OH:10])=[N:2]1.[C:11](Cl)(Cl)=[O:12].[CH3:15][CH:16]1[CH2:21][CH2:20][NH:19][CH2:18][CH2:17]1, predict the reaction product. The product is: [CH3:15][CH:16]1[CH2:21][CH2:20][N:19]([C:11]([O:10][C:3]2[C:4]3[C:9](=[CH:8][CH:7]=[CH:6][CH:5]=3)[NH:1][N:2]=2)=[O:12])[CH2:18][CH2:17]1. (7) Given the reactants [CH3:1][C:2]1(C(OCC)=O)[C:8](=[O:9])[CH2:7][CH2:6][N:5]([S:10]([C:13]2[CH:19]=[CH:18][C:16]([CH3:17])=[CH:15][CH:14]=2)(=[O:12])=[O:11])[CH2:4][CH2:3]1.Cl, predict the reaction product. The product is: [CH3:1][CH:2]1[CH2:3][CH2:4][N:5]([S:10]([C:13]2[CH:14]=[CH:15][C:16]([CH3:17])=[CH:18][CH:19]=2)(=[O:12])=[O:11])[CH2:6][CH2:7][C:8]1=[O:9].